From a dataset of Peptide-MHC class I binding affinity with 185,985 pairs from IEDB/IMGT. Regression. Given a peptide amino acid sequence and an MHC pseudo amino acid sequence, predict their binding affinity value. This is MHC class I binding data. (1) The peptide sequence is LTPEQKAYV. The MHC is Mamu-A01 with pseudo-sequence Mamu-A01. The binding affinity (normalized) is 0.674. (2) The peptide sequence is DELWRGLLA. The binding affinity (normalized) is 0.0847. The MHC is HLA-A02:12 with pseudo-sequence HLA-A02:12. (3) The peptide sequence is VALSTTGEI. The MHC is Patr-B0101 with pseudo-sequence Patr-B0101. The binding affinity (normalized) is 0.636. (4) The peptide sequence is LIDLQELGKY. The MHC is HLA-A01:01 with pseudo-sequence HLA-A01:01. The binding affinity (normalized) is 0.561. (5) The peptide sequence is FETMVFPAV. The MHC is HLA-B83:01 with pseudo-sequence HLA-B83:01. The binding affinity (normalized) is 0.213.